From a dataset of Forward reaction prediction with 1.9M reactions from USPTO patents (1976-2016). Predict the product of the given reaction. (1) The product is: [CH3:13][C:30]1[CH:29]=[C:28]([S:25]([NH:24][C:52]2[S:56][N:55]=[CH:54][N:53]=2)(=[O:27])=[O:26])[CH:33]=[CH:32][C:31]=1[O:34][C:35]1[CH:40]=[CH:39][C:38]([C:41]([F:43])([F:42])[F:44])=[CH:37][C:36]=1[C:45]1[CH:50]=[CH:49][N:48]=[N:47][CH:46]=1. Given the reactants CB1OB(C)OB(C)O1.ClCCl.[C:13](=O)([O-])[O-].[K+].[K+].COC1C=C(OC)C=CC=1C[N:24]([C:52]1[S:56][N:55]=[CH:54][N:53]=1)[S:25]([C:28]1[CH:33]=[CH:32][C:31]([O:34][C:35]2[CH:40]=[CH:39][C:38]([C:41]([F:44])([F:43])[F:42])=[CH:37][C:36]=2[C:45]2[CH:50]=[CH:49][N:48]=[N:47][CH:46]=2)=[C:30](I)[CH:29]=1)(=[O:27])=[O:26].CC1CCCO1, predict the reaction product. (2) Given the reactants [F:1][C:2]1[CH:7]=[CH:6][C:5]([C:8]2[O:9][C:10]3[C:11](=[C:13]([C:17]([O:19]C)=[O:18])[CH:14]=[CH:15][CH:16]=3)[N:12]=2)=[CH:4][CH:3]=1.[OH-].[Na+].O.Cl, predict the reaction product. The product is: [F:1][C:2]1[CH:3]=[CH:4][C:5]([C:8]2[O:9][C:10]3[C:11](=[C:13]([C:17]([OH:19])=[O:18])[CH:14]=[CH:15][CH:16]=3)[N:12]=2)=[CH:6][CH:7]=1. (3) Given the reactants [NH:1]1[CH2:5][CH2:4][C@@H:3]([CH2:6][OH:7])[CH2:2]1.CCN(C(C)C)C(C)C.[CH:17]1([C:20](Cl)=[O:21])[CH2:19][CH2:18]1, predict the reaction product. The product is: [CH:17]1([C:20]([N:1]2[CH2:5][CH2:4][C@@H:3]([CH2:6][OH:7])[CH2:2]2)=[O:21])[CH2:19][CH2:18]1.